Dataset: Catalyst prediction with 721,799 reactions and 888 catalyst types from USPTO. Task: Predict which catalyst facilitates the given reaction. Reactant: C(O[C:6](=O)[NH:7][CH2:8][C:9]([N:11]1[CH2:15][CH2:14][CH2:13][CH:12]1[C:16]#[N:17])=[O:10])(C)(C)C.FC(F)(F)C(O)=O.C(N(CC)CC)C.[CH:33]1([C:39]2([OH:48])[CH2:46][CH:45]3[CH:41]([CH2:42]C(=O)[CH2:44]3)[CH2:40]2)[CH2:38][CH2:37][CH2:36][CH2:35][CH2:34]1.C(O[BH-](OC(=O)C)OC(=O)C)(=O)C.[Na+]. Product: [CH:33]1([C:39]2([OH:48])[CH2:40][CH:41]3[CH:45]([CH2:44][CH:6]([NH:7][CH2:8][C:9]([N:11]4[CH2:15][CH2:14][CH2:13][CH:12]4[C:16]#[N:17])=[O:10])[CH2:42]3)[CH2:46]2)[CH2:38][CH2:37][CH2:36][CH2:35][CH2:34]1. The catalyst class is: 4.